The task is: Binary Classification. Given a T-cell receptor sequence (or CDR3 region) and an epitope sequence, predict whether binding occurs between them.. This data is from TCR-epitope binding with 47,182 pairs between 192 epitopes and 23,139 TCRs. (1) Result: 0 (the TCR does not bind to the epitope). The epitope is SSNVANYQK. The TCR CDR3 sequence is CASSLKGAYGYTF. (2) The epitope is TTLPVNVAF. The TCR CDR3 sequence is CASSQVAGGSYEQYF. Result: 0 (the TCR does not bind to the epitope).